From a dataset of Peptide-MHC class I binding affinity with 185,985 pairs from IEDB/IMGT. Regression. Given a peptide amino acid sequence and an MHC pseudo amino acid sequence, predict their binding affinity value. This is MHC class I binding data. (1) The MHC is HLA-B07:02 with pseudo-sequence HLA-B07:02. The binding affinity (normalized) is 0.576. The peptide sequence is KPRSPVVEL. (2) The peptide sequence is QKEEAAICGQMDLS. The MHC is HLA-A26:01 with pseudo-sequence HLA-A26:01. The binding affinity (normalized) is 0. (3) The peptide sequence is RSLYNTVATLY. The MHC is HLA-B45:01 with pseudo-sequence HLA-B45:01. The binding affinity (normalized) is 0. (4) The peptide sequence is HAPWTQMAM. The MHC is HLA-B27:05 with pseudo-sequence HLA-B27:05. The binding affinity (normalized) is 0.0847. (5) The peptide sequence is CFKEASFSKR. The MHC is HLA-A11:01 with pseudo-sequence HLA-A11:01. The binding affinity (normalized) is 0.0126.